Dataset: Peptide-MHC class I binding affinity with 185,985 pairs from IEDB/IMGT. Task: Regression. Given a peptide amino acid sequence and an MHC pseudo amino acid sequence, predict their binding affinity value. This is MHC class I binding data. The MHC is HLA-B08:01 with pseudo-sequence HLA-B08:01. The peptide sequence is SYRNFSFSL. The binding affinity (normalized) is 0.0847.